Dataset: Catalyst prediction with 721,799 reactions and 888 catalyst types from USPTO. Task: Predict which catalyst facilitates the given reaction. (1) Reactant: Cl[C:2]1C=CC=C(C(OO)=O)[CH:3]=1.C(S[C:15]1[C:16]([C:21]([N:23]([CH3:35])[C:24]2[CH:29]=[CH:28][C:27]([S:30][C:31]([F:34])([F:33])[F:32])=[CH:26][N:25]=2)=[O:22])=[N:17][CH:18]=[CH:19][CH:20]=1)C.C(=O)(O)[O-].[Na+].[S:41]([O-:45])([O-])(=[O:43])=S.[Na+].[Na+]. Product: [CH2:2]([S:41]([C:15]1[C:16]([C:21]([N:23]([CH3:35])[C:24]2[CH:29]=[CH:28][C:27]([S:30][C:31]([F:34])([F:33])[F:32])=[CH:26][N:25]=2)=[O:22])=[N:17][CH:18]=[CH:19][CH:20]=1)(=[O:45])=[O:43])[CH3:3]. The catalyst class is: 22. (2) Reactant: [ClH:1].[NH2:2][CH2:3][C:4]1[CH:5]=[C:6]([CH:10]2[CH2:15][CH2:14][N:13]([C:16](=[O:27])/[CH:17]=[CH:18]/[C:19]3[CH:24]=[CH:23][C:22]([OH:25])=[C:21]([OH:26])[CH:20]=3)[CH2:12][CH2:11]2)[CH:7]=[CH:8][CH:9]=1. Product: [ClH:1].[NH2:2][CH2:3][C:4]1[CH:5]=[C:6]([CH:10]2[CH2:11][CH2:12][N:13]([C:16](=[O:27])/[CH:17]=[CH:18]\[C:19]3[CH:24]=[CH:23][C:22]([OH:25])=[C:21]([OH:26])[CH:20]=3)[CH2:14][CH2:15]2)[CH:7]=[CH:8][CH:9]=1. The catalyst class is: 8. (3) Reactant: [CH3:1][O:2][C:3]1[CH:4]=[C:5]([C:13]2[C:21]3[C:16](=[CH:17][CH:18]=[C:19]([CH:22]=O)[CH:20]=3)[NH:15][N:14]=2)[CH:6]=[C:7]([O:11][CH3:12])[C:8]=1[O:9][CH3:10].[C:24]([CH2:26][C:27]([NH2:29])=[O:28])#[N:25].C1CCN2C(=NCCC2)CC1. Product: [C:24]([C:26](=[CH:22][C:19]1[CH:20]=[C:21]2[C:16](=[CH:17][CH:18]=1)[NH:15][N:14]=[C:13]2[C:5]1[CH:6]=[C:7]([O:11][CH3:12])[C:8]([O:9][CH3:10])=[C:3]([O:2][CH3:1])[CH:4]=1)[C:27]([NH2:29])=[O:28])#[N:25]. The catalyst class is: 49. (4) Reactant: C(OC([N:8]1[CH2:13][CH2:12][O:11][CH:10]([C:14](=[O:43])[NH:15][C@H:16]([C:32]([C:34]2[S:35][C:36]3[CH:42]=[CH:41][CH:40]=[CH:39][C:37]=3[N:38]=2)=[O:33])[CH2:17][CH2:18][CH2:19][CH2:20][NH:21][C:22]([O:24][CH2:25][C:26]2[CH:31]=[CH:30][CH:29]=[CH:28][CH:27]=2)=[O:23])[CH2:9]1)=O)(C)(C)C.[ClH:44].CC(=O)OCC. Product: [ClH:44].[CH2:25]([O:24][C:22](=[O:23])[NH:21][CH2:20][CH2:19][CH2:18][CH2:17][C@H:16]([NH:15][C:14]([CH:10]1[O:11][CH2:12][CH2:13][NH:8][CH2:9]1)=[O:43])[C:32]([C:34]1[S:35][C:36]2[CH:42]=[CH:41][CH:40]=[CH:39][C:37]=2[N:38]=1)=[O:33])[C:26]1[CH:31]=[CH:30][CH:29]=[CH:28][CH:27]=1. The catalyst class is: 425. (5) Reactant: [F:1][C:2]1[CH:3]=[C:4]([N:21]2[CH2:25][C@H:24]([CH2:26][N:27]3[CH:31]=[CH:30][N:29]=[N:28]3)[O:23][C:22]2=[O:32])[CH:5]=[CH:6][C:7]=1[C:8]1[CH:9]=[N:10][C:11]([C:14]2[CH2:18][C@@H:17]([CH2:19][OH:20])[O:16][N:15]=2)=[CH:12][CH:13]=1.N1C=CC=CC=1.[CH3:39][C:40](OC1C(=O)OC(=O)C1OC(C)=O)=[O:41]. Product: [C:40]([O:20][CH2:19][C@H:17]1[O:16][N:15]=[C:14]([C:11]2[CH:12]=[CH:13][C:8]([C:7]3[CH:6]=[CH:5][C:4]([N:21]4[CH2:25][C@H:24]([CH2:26][N:27]5[CH:31]=[CH:30][N:29]=[N:28]5)[O:23][C:22]4=[O:32])=[CH:3][C:2]=3[F:1])=[CH:9][N:10]=2)[CH2:18]1)(=[O:41])[CH3:39]. The catalyst class is: 546. (6) Reactant: [F:1][C:2]1[CH:3]=C([CH:7]=[C:8]([N:10]([CH3:17])[C:11]2[CH:12]=[N:13][CH:14]=[N:15][CH:16]=2)[CH:9]=1)C#N.[OH-:18].[Na+].Cl.[CH2:21]([OH:23])[CH3:22]. Product: [F:1][C:2]1[CH:3]=[C:22]([CH:7]=[C:8]([N:10]([CH3:17])[C:11]2[CH:12]=[N:13][CH:14]=[N:15][CH:16]=2)[CH:9]=1)[C:21]([OH:18])=[O:23]. The catalyst class is: 100. (7) Reactant: [Cl:1][C:2]1[CH:3]=[CH:4][C:5]([O:15][CH2:16][C:17]2[CH:22]=[CH:21][C:20]([Br:23])=[CH:19][C:18]=2[F:24])=[C:6]([C:8](=O)[CH2:9][CH2:10][C:11](=O)[CH3:12])[CH:7]=1.[CH3:25][O:26][C:27](=[O:36])[C:28]1[CH:33]=[C:32]([NH2:34])[CH:31]=[C:30]([NH2:35])[CH:29]=1.CC1C=CC(S(O)(=O)=O)=CC=1. Product: [CH3:25][O:26][C:27](=[O:36])[C:28]1[CH:29]=[C:30]([NH2:35])[CH:31]=[C:32]([N:34]2[C:11]([CH3:12])=[CH:10][CH:9]=[C:8]2[C:6]2[CH:7]=[C:2]([Cl:1])[CH:3]=[CH:4][C:5]=2[O:15][CH2:16][C:17]2[CH:22]=[CH:21][C:20]([Br:23])=[CH:19][C:18]=2[F:24])[CH:33]=1. The catalyst class is: 291. (8) Reactant: [OH:1][C:2]1[C:7]([S:8](Cl)(=[O:10])=[O:9])=[CH:6][N:5]=[C:4]([S:12][CH2:13][CH2:14][CH3:15])[N:3]=1.[Cl:16][C:17]1[CH:22]=[CH:21][C:20]([NH2:23])=[CH:19][C:18]=1[O:24][CH2:25][CH2:26][N:27]([CH3:29])[CH3:28]. Product: [Cl:16][C:17]1[CH:22]=[CH:21][C:20]([NH:23][S:8]([C:7]2[C:2]([OH:1])=[N:3][C:4]([S:12][CH2:13][CH2:14][CH3:15])=[N:5][CH:6]=2)(=[O:10])=[O:9])=[CH:19][C:18]=1[O:24][CH2:25][CH2:26][N:27]([CH3:29])[CH3:28]. The catalyst class is: 17. (9) Reactant: Cl[C:2]1[N:3]=[C:4]([N:22]2[CH2:27][CH2:26][O:25][CH2:24][CH2:23]2)[C:5]2[S:10][C:9]([C:11]3[CH:16]=[CH:15][CH:14]=[C:13]([S:17]([CH3:20])(=[O:19])=[O:18])[CH:12]=3)=[C:8]([CH3:21])[C:6]=2[N:7]=1.C([Sn](CCCC)(CCCC)[C:33]1[CH:38]=[CH:37][N:36]=[N:35][CH:34]=1)CCC. Product: [CH3:21][C:8]1[C:6]2[N:7]=[C:2]([C:33]3[CH:38]=[CH:37][N:36]=[N:35][CH:34]=3)[N:3]=[C:4]([N:22]3[CH2:27][CH2:26][O:25][CH2:24][CH2:23]3)[C:5]=2[S:10][C:9]=1[C:11]1[CH:16]=[CH:15][CH:14]=[C:13]([S:17]([CH3:20])(=[O:19])=[O:18])[CH:12]=1. The catalyst class is: 235.